From a dataset of Forward reaction prediction with 1.9M reactions from USPTO patents (1976-2016). Predict the product of the given reaction. (1) Given the reactants [O:1]=[CH:2][C:3]1[CH:11]=[CH:10][C:7]([O:8][CH3:9])=[C:5]([OH:6])[CH:4]=1.[CH3:12][C:13]1C=C[C:16](S(OCCCC#C)(=O)=O)=[CH:15][CH:14]=1, predict the reaction product. The product is: [CH3:9][O:8][C:7]1[CH:10]=[CH:11][C:3]([CH:2]=[O:1])=[CH:4][C:5]=1[O:6][CH2:16][CH2:15][CH2:14][C:13]#[CH:12]. (2) Given the reactants Cl.[F:2][C:3]1[CH:12]=[CH:11][C:10]([O:13][CH2:14][CH2:15][CH3:16])=[C:9]2[C:4]=1[C:5](=[O:39])[C:6]([C:23]1[CH:28]=[CH:27][C:26]([O:29][CH2:30][CH2:31][O:32]C3CCCCO3)=[CH:25][CH:24]=1)=[CH:7][N:8]2[CH2:17][C:18]([O:20][CH2:21][CH3:22])=[O:19], predict the reaction product. The product is: [CH2:21]([O:20][C:18](=[O:19])[CH2:17][N:8]1[C:9]2[C:4](=[C:3]([F:2])[CH:12]=[CH:11][C:10]=2[O:13][CH2:14][CH2:15][CH3:16])[C:5](=[O:39])[C:6]([C:23]2[CH:28]=[CH:27][C:26]([O:29][CH2:30][CH2:31][OH:32])=[CH:25][CH:24]=2)=[CH:7]1)[CH3:22].